From a dataset of Catalyst prediction with 721,799 reactions and 888 catalyst types from USPTO. Predict which catalyst facilitates the given reaction. (1) Reactant: [CH:1]1([N:4]2[C:9](=[O:10])[C:8]3[C:11]([O:17][S:18]([C:21]4[CH:26]=[CH:25][C:24]([CH3:27])=[CH:23][CH:22]=4)(=[O:20])=[O:19])=[CH:12][C:13](=[O:16])[N:14]([CH3:15])[C:7]=3[N:6]([C:28]3[CH:33]=[CH:32][CH:31]=[C:30]([N+:34]([O-])=O)[CH:29]=3)[C:5]2=[O:37])[CH2:3][CH2:2]1.C(=O)([O-])O.[Na+]. Product: [NH2:34][C:30]1[CH:29]=[C:28]([N:6]2[C:7]3[N:14]([CH3:15])[C:13](=[O:16])[CH:12]=[C:11]([O:17][S:18]([C:21]4[CH:26]=[CH:25][C:24]([CH3:27])=[CH:23][CH:22]=4)(=[O:20])=[O:19])[C:8]=3[C:9](=[O:10])[N:4]([CH:1]3[CH2:2][CH2:3]3)[C:5]2=[O:37])[CH:33]=[CH:32][CH:31]=1. The catalyst class is: 7. (2) Reactant: [F:1][C:2]1[CH:7]=[CH:6][C:5]([CH2:8][CH2:9][CH2:10][OH:11])=[C:4]([S:12]([CH3:15])(=[O:14])=[O:13])[CH:3]=1.[Cr](Cl)([O-])(=O)=O.[NH+]1C=CC=CC=1. Product: [F:1][C:2]1[CH:7]=[CH:6][C:5]([CH2:8][CH2:9][CH:10]=[O:11])=[C:4]([S:12]([CH3:15])(=[O:14])=[O:13])[CH:3]=1. The catalyst class is: 4. (3) Reactant: [NH2:1][C@:2]12[C:8]([CH3:10])([CH3:9])[C@H:5]([CH2:6][CH2:7]1)[CH2:4][C:3]2=[O:11].[C:12]1(B(O)O)[CH:17]=[CH:16][CH:15]=[CH:14][CH:13]=1.C(N(CC)CC)C. Product: [C:12]1([NH:1][C@:2]23[C:8]([CH3:9])([CH3:10])[C@H:5]([CH2:6][CH2:7]2)[CH2:4][C:3]3=[O:11])[CH:17]=[CH:16][CH:15]=[CH:14][CH:13]=1. The catalyst class is: 2. (4) Reactant: [C:1]([O:5][C:6]([N:8]([CH2:23][C:24]1[CH:29]=[CH:28][C:27]([N:30]2[CH2:35][CH2:34][N:33]([C:36]([O:38][C:39]([CH3:42])([CH3:41])[CH3:40])=[O:37])[CH2:32][CH2:31]2)=[CH:26][CH:25]=1)[CH2:9][CH2:10][C:11]1[CH:16]=[C:15]([O:17][CH3:18])[C:14]([N+:19]([O-])=O)=[CH:13][C:12]=1[Cl:22])=[O:7])([CH3:4])([CH3:3])[CH3:2].[NH4+].[Cl-]. Product: [C:39]([O:38][C:36]([N:33]1[CH2:34][CH2:35][N:30]([C:27]2[CH:28]=[CH:29][C:24]([CH2:23][N:8]([CH2:9][CH2:10][C:11]3[CH:16]=[C:15]([O:17][CH3:18])[C:14]([NH2:19])=[CH:13][C:12]=3[Cl:22])[C:6]([O:5][C:1]([CH3:3])([CH3:2])[CH3:4])=[O:7])=[CH:25][CH:26]=2)[CH2:31][CH2:32]1)=[O:37])([CH3:40])([CH3:41])[CH3:42]. The catalyst class is: 284. (5) Reactant: [Cl:1][C:2]1[C:11]2[C:6](=[CH:7][C:8]([O:15][CH2:16][CH3:17])=[C:9]([O:12][CH2:13][CH3:14])[CH:10]=2)[N:5]=[CH:4][N:3]=1.[NH2:18][C:19]1[CH:20]=[C:21]([C:25]2[N:26]=[C:27]([C:30]([NH2:32])=[O:31])[S:28][CH:29]=2)[CH:22]=[CH:23][CH:24]=1. Product: [ClH:1].[CH2:13]([O:12][C:9]1[CH:10]=[C:11]2[C:6](=[CH:7][C:8]=1[O:15][CH2:16][CH3:17])[N:5]=[CH:4][N:3]=[C:2]2[NH:18][C:19]1[CH:20]=[C:21]([C:25]2[N:26]=[C:27]([C:30]([NH2:32])=[O:31])[S:28][CH:29]=2)[CH:22]=[CH:23][CH:24]=1)[CH3:14]. The catalyst class is: 8. (6) Reactant: [I:1][C:2]1[C:10]2[C:5](=[CH:6][C:7]([N+:11]([O-:13])=[O:12])=[CH:8][CH:9]=2)[NH:4][N:3]=1.[H-].[Na+].Cl[CH2:17][O:18][CH2:19][CH2:20][Si:21]([CH3:24])([CH3:23])[CH3:22].O. Product: [I:1][C:2]1[C:10]2[C:5](=[CH:6][C:7]([N+:11]([O-:13])=[O:12])=[CH:8][CH:9]=2)[N:4]([CH2:17][O:18][CH2:19][CH2:20][Si:21]([CH3:24])([CH3:23])[CH3:22])[N:3]=1. The catalyst class is: 9. (7) Reactant: [CH3:1][O:2][C:3]1[CH:4]=[C:5]([C:11]2[CH:21]=[C:20]([C:22](O)=[O:23])[C:14]3[O:15][CH2:16][CH2:17][CH2:18][CH2:19][C:13]=3[CH:12]=2)[CH:6]=[CH:7][C:8]=1[O:9][CH3:10].Cl.Cl.[NH2:27][CH:28]([CH2:31][C:32]1[C:36]2[CH:37]=[N:38][CH:39]=[CH:40][C:35]=2[NH:34][CH:33]=1)[CH2:29][OH:30].C1C=CC2N(O)N=NC=2C=1.CCN=C=NCCCN(C)C. Product: [OH:30][CH2:29][CH:28]([NH:27][C:22]([C:20]1[C:14]2[O:15][CH2:16][CH2:17][CH2:18][CH2:19][C:13]=2[CH:12]=[C:11]([C:5]2[CH:6]=[CH:7][C:8]([O:9][CH3:10])=[C:3]([O:2][CH3:1])[CH:4]=2)[CH:21]=1)=[O:23])[CH2:31][C:32]1[C:36]2[CH:37]=[N:38][CH:39]=[CH:40][C:35]=2[NH:34][CH:33]=1. The catalyst class is: 851.